Task: Predict the product of the given reaction.. Dataset: Forward reaction prediction with 1.9M reactions from USPTO patents (1976-2016) (1) Given the reactants [NH:1]1[CH2:9][CH2:8][CH2:7][CH:3]([C:4]([OH:6])=[O:5])[CH2:2]1.O.[C:11](=[O:14])([O-])[O-:12].[K+].[K+], predict the reaction product. The product is: [C:3]([O:12][C:11]([N:1]1[CH2:9][CH2:8][CH2:7][CH:3]([C:4]([OH:6])=[O:5])[CH2:2]1)=[O:14])([CH3:7])([CH3:4])[CH3:2]. (2) Given the reactants [OH:1][B:2]1[C:6]2[CH:7]=[C:8]([NH:11][S:12]([C:15]3[CH:20]=[CH:19][C:18]([O:21]C)=[CH:17][C:16]=3[CH2:23][C:24]([O:26][CH2:27][CH3:28])=[O:25])(=[O:14])=[O:13])[CH:9]=[CH:10][C:5]=2[CH2:4][O:3]1.B(Br)(Br)Br, predict the reaction product. The product is: [OH:21][C:18]1[CH:19]=[CH:20][C:15]([S:12](=[O:13])(=[O:14])[NH:11][C:8]2[CH:9]=[CH:10][C:5]3[CH2:4][O:3][B:2]([OH:1])[C:6]=3[CH:7]=2)=[C:16]([CH2:23][C:24]([O:26][CH2:27][CH3:28])=[O:25])[CH:17]=1. (3) Given the reactants [Cl:1][CH2:2][CH:3]1[C:11]2[C:10]3[CH:12]=[C:13]([C:16]#[N:17])[CH:14]=[CH:15][C:9]=3[C:8]([N+:18]([O-:20])=[O:19])=[CH:7][C:6]=2[NH:5][CH2:4]1.Cl.[OH:22]S(O)(=O)=O.N, predict the reaction product. The product is: [Cl:1][CH2:2][CH:3]1[C:11]2[C:10]3[CH:12]=[C:13]([C:16]([NH2:17])=[O:22])[CH:14]=[CH:15][C:9]=3[C:8]([N+:18]([O-:20])=[O:19])=[CH:7][C:6]=2[NH:5][CH2:4]1. (4) Given the reactants [CH2:1]([O:3][C:4](=[O:26])[CH2:5][O:6][C:7]1[CH:12]=[CH:11][C:10]([N:13](C(OC(C)(C)C)=O)[CH3:14])=[CH:9][C:8]=1[C:22]([F:25])([F:24])[F:23])[CH3:2].COC(=O)COC1C=CC(N(C(OC(C)(C)C)=O)C)=CC=1C(F)(F)F.C(O)(C(F)(F)F)=O, predict the reaction product. The product is: [CH2:1]([O:3][C:4](=[O:26])[CH2:5][O:6][C:7]1[CH:12]=[CH:11][C:10]([NH:13][CH3:14])=[CH:9][C:8]=1[C:22]([F:24])([F:25])[F:23])[CH3:2]. (5) Given the reactants [N:1]1([C:9]([O:11][CH2:12][C:13]2[CH:18]=[CH:17][CH:16]=[CH:15][CH:14]=2)=[O:10])[CH2:8][CH2:7][CH2:6][C@H:2]1[C:3]([OH:5])=O.CN(C(ON1N=NC2C=CC=NC1=2)=[N+](C)C)C.F[P-](F)(F)(F)(F)F.CCN(C(C)C)C(C)C.[CH3:52][O:53][C:54]1[CH:66]=[CH:65][C:57]([CH2:58][C:59]2[S:63][C:62]([NH2:64])=[N:61][CH:60]=2)=[CH:56][CH:55]=1, predict the reaction product. The product is: [CH2:12]([O:11][C:9]([N:1]1[CH2:8][CH2:7][CH2:6][CH:2]1[C:3](=[O:5])[NH:64][C:62]1[S:63][C:59]([CH2:58][C:57]2[CH:65]=[CH:66][C:54]([O:53][CH3:52])=[CH:55][CH:56]=2)=[CH:60][N:61]=1)=[O:10])[C:13]1[CH:18]=[CH:17][CH:16]=[CH:15][CH:14]=1. (6) Given the reactants CNCCNC.[CH2:7]([N:10]1[C:18](=[O:19])[C:17]2[C:12](=[N:13][C:14]([S:20][CH3:21])=[N:15][CH:16]=2)[NH:11]1)[CH:8]=[CH2:9].I[C:23]1[CH:28]=[CH:27][CH:26]=[CH:25][N:24]=1.C(=O)([O-])[O-].[K+].[K+].N, predict the reaction product. The product is: [CH2:7]([N:10]1[C:18](=[O:19])[C:17]2[C:12](=[N:13][C:14]([S:20][CH3:21])=[N:15][CH:16]=2)[N:11]1[C:23]1[CH:28]=[CH:27][CH:26]=[CH:25][N:24]=1)[CH:8]=[CH2:9]. (7) Given the reactants [CH3:1][C@H:2]([O:6][C:7]1[N:15]=[C:14]2[C:10]([N:11]=[C:12]([O:22][CH3:23])[N:13]2C2CCCCO2)=[C:9]([NH2:24])[N:8]=1)[CH2:3][CH2:4][CH3:5].[F:25][C:26]([F:31])([F:30])[C:27]([OH:29])=[O:28], predict the reaction product. The product is: [F:25][C:26]([F:31])([F:30])[C:27]([OH:29])=[O:28].[CH3:1][C@H:2]([O:6][C:7]1[N:15]=[C:14]2[C:10]([N:11]=[C:12]([O:22][CH3:23])[NH:13]2)=[C:9]([NH2:24])[N:8]=1)[CH2:3][CH2:4][CH3:5].